This data is from Forward reaction prediction with 1.9M reactions from USPTO patents (1976-2016). The task is: Predict the product of the given reaction. (1) Given the reactants [OH-].[K+].[Cl:3][C:4]1[CH:11]=[CH:10][C:7]([CH2:8][OH:9])=[CH:6][C:5]=1[N+:12]([O-:14])=[O:13].[CH3:15]I.O, predict the reaction product. The product is: [Cl:3][C:4]1[CH:11]=[CH:10][C:7]([CH2:8][O:9][CH3:15])=[CH:6][C:5]=1[N+:12]([O-:14])=[O:13]. (2) Given the reactants O[CH:2]1[CH2:7][CH2:6][N:5]([C:8]([O:10][C:11]2[CH:12]=[N:13][CH:14]=[CH:15][CH:16]=2)=[O:9])[CH2:4][CH2:3]1.[C:17]1([C:23]2[NH:27][N:26]=[N:25][N:24]=2)[CH:22]=[CH:21][CH:20]=[CH:19][CH:18]=1.C1(P(C2C=CC=CC=2)C2C=CC=CC=2)C=CC=CC=1.N(C(OCC)=O)=NC(OCC)=O, predict the reaction product. The product is: [C:17]1([C:23]2[N:24]=[N:25][N:26]([CH:2]3[CH2:7][CH2:6][N:5]([C:8]([O:10][C:11]4[CH:12]=[N:13][CH:14]=[CH:15][CH:16]=4)=[O:9])[CH2:4][CH2:3]3)[N:27]=2)[CH:18]=[CH:19][CH:20]=[CH:21][CH:22]=1. (3) Given the reactants [NH2:1][CH2:2][CH2:3][CH:4]([C:6]1[CH:11]=[CH:10][CH:9]=[CH:8][CH:7]=1)[OH:5].[C:12](O[C:12]([O:14][C:15]([CH3:18])([CH3:17])[CH3:16])=[O:13])([O:14][C:15]([CH3:18])([CH3:17])[CH3:16])=[O:13].C(N(CC)CC)C, predict the reaction product. The product is: [CH3:16][C:15]([O:14][C:12](=[O:13])[NH:1][CH2:2][CH2:3][CH:4]([OH:5])[C:6]1[CH:11]=[CH:10][CH:9]=[CH:8][CH:7]=1)([CH3:18])[CH3:17]. (4) The product is: [Cl-:1].[OH:13][C:9]1[CH:8]=[C:7]2[C:12]([C:3]([CH2:2][O:31][C:29](=[O:30])[CH:28]([NH3+:32])[CH3:27])=[CH:4][C:5](=[O:14])[O:6]2)=[CH:11][CH:10]=1. Given the reactants [Cl:1][CH2:2][C:3]1[C:12]2[C:7](=[CH:8][C:9]([OH:13])=[CH:10][CH:11]=2)[O:6][C:5](=[O:14])[CH:4]=1.CC(OC([NH:32][C@H:28]([C:29]([OH:31])=[O:30])[CH2:27]SS[CH2:27][C@H:28]([NH:32]C(OC(C)(C)C)=O)[C:29]([OH:31])=[O:30])=O)(C)C.[F-].[K+].Cl, predict the reaction product. (5) Given the reactants [CH3:1][O:2][C:3](=[O:21])[C:4]1[CH:9]=[C:8]([C:10]#[C:11][Si](C)(C)C)[C:7]([C:16]([F:19])([F:18])[F:17])=[CH:6][C:5]=1[NH2:20].CCCC[N+](CCCC)(CCCC)CCCC.[F-], predict the reaction product. The product is: [CH3:1][O:2][C:3](=[O:21])[C:4]1[CH:9]=[C:8]([C:10]#[CH:11])[C:7]([C:16]([F:18])([F:17])[F:19])=[CH:6][C:5]=1[NH2:20]. (6) Given the reactants Cl[C:2]1[N:7]=[C:6]([NH:8][C:9]2[N:14]=[CH:13][C:12]3[N:15]=[C:16]([CH3:21])[N:17]([CH:18]([CH3:20])[CH3:19])[C:11]=3[CH:10]=2)[CH:5]=[CH:4][N:3]=1.[CH3:22][O:23][C:24]([CH3:28])([CH3:27])[C:25]#[CH:26].C1(P(C2C=CC=CC=2)C2C=CC=CC=2)C=CC=CC=1.C(N(CC)CC)C, predict the reaction product. The product is: [CH:18]([N:17]1[C:11]2[CH:10]=[C:9]([NH:8][C:6]3[CH:5]=[CH:4][N:3]=[C:2]([C:26]#[C:25][C:24]([O:23][CH3:22])([CH3:28])[CH3:27])[N:7]=3)[N:14]=[CH:13][C:12]=2[N:15]=[C:16]1[CH3:21])([CH3:20])[CH3:19]. (7) Given the reactants [B:10]1([B:10]2[O:14][C:13]([CH3:16])([CH3:15])[C:12]([CH3:18])([CH3:17])[O:11]2)[O:14][C:13]([CH3:16])([CH3:15])[C:12]([CH3:18])([CH3:17])[O:11]1.CC([O-])=O.[K+].[OH:24][C:25]1([C:53]2[CH:58]=[CH:57][C:56](I)=[CH:55][CH:54]=2)[CH2:30][CH2:29][CH:28]([N:31]2[CH2:35][CH2:34][C@@H:33]([NH:36][C:37](=[O:52])[CH2:38][NH:39][C:40](=[O:51])[C:41]3[CH:46]=[CH:45][CH:44]=[C:43]([C:47]([F:50])([F:49])[F:48])[CH:42]=3)[CH2:32]2)[CH2:27][CH2:26]1, predict the reaction product. The product is: [OH:24][C:25]1([C:53]2[CH:58]=[CH:57][C:56]([B:10]3[O:11][C:12]([CH3:17])([CH3:18])[C:13]([CH3:15])([CH3:16])[O:14]3)=[CH:55][CH:54]=2)[CH2:30][CH2:29][CH:28]([N:31]2[CH2:35][CH2:34][C@@H:33]([NH:36][C:37](=[O:52])[CH2:38][NH:39][C:40](=[O:51])[C:41]3[CH:46]=[CH:45][CH:44]=[C:43]([C:47]([F:49])([F:50])[F:48])[CH:42]=3)[CH2:32]2)[CH2:27][CH2:26]1.